Dataset: Reaction yield outcomes from USPTO patents with 853,638 reactions. Task: Predict the reaction yield, written as a fraction of the theoretical maximum amount of product (1.0 means a 100% yield; for example, 0.34 means a 34% yield). (1) The reactants are [Cl:1][C:2]1[CH:3]=[C:4]([CH:24]=[CH:25][C:26]=1[OH:27])[NH:5][C:6]1[C:15]2[C:10](=[CH:11][CH:12]=[CH:13][C:14]=2[O:16][CH:17]2[CH2:22][CH2:21][N:20]([CH3:23])[CH2:19][CH2:18]2)[N:9]=[CH:8][N:7]=1.C(=O)([O-])[O-].[K+].[K+].Br[CH2:35][C:36]([O:38][CH2:39][CH3:40])=[O:37]. The catalyst is C(#N)C. The product is [Cl:1][C:2]1[CH:3]=[C:4]([NH:5][C:6]2[C:15]3[C:10](=[CH:11][CH:12]=[CH:13][C:14]=3[O:16][CH:17]3[CH2:22][CH2:21][N:20]([CH3:23])[CH2:19][CH2:18]3)[N:9]=[CH:8][N:7]=2)[CH:24]=[CH:25][C:26]=1[O:27][CH2:35][C:36]([O:38][CH2:39][CH3:40])=[O:37]. The yield is 0.800. (2) The reactants are B(OC(C)C)(OC(C)C)OC(C)C.Br[C:15]1[CH:20]=[CH:19][C:18]([S:21]([N:24]2[CH2:29][CH2:28][N:27]([CH3:30])[CH2:26][CH2:25]2)(=[O:23])=[O:22])=[CH:17][CH:16]=1.C([Li])CCC.[ClH:36].C(=O)([O-])[O-].[Na+].[Na+].[NH2:43][C:44]1[C:45]([C:51]([NH:53][CH2:54][CH2:55][CH2:56][O:57][CH3:58])=[O:52])=[N:46][C:47](Br)=[CH:48][N:49]=1. The catalyst is O1CCCC1.CO.C1C=CC(P(C2C=CC=CC=2)[C-]2C=CC=C2)=CC=1.C1C=CC(P(C2C=CC=CC=2)[C-]2C=CC=C2)=CC=1.Cl[Pd]Cl.[Fe+2].C(OCC)C. The product is [ClH:36].[NH2:43][C:44]1[C:45]([C:51]([NH:53][CH2:54][CH2:55][CH2:56][O:57][CH3:58])=[O:52])=[N:46][C:47]([C:15]2[CH:20]=[CH:19][C:18]([S:21]([N:24]3[CH2:29][CH2:28][N:27]([CH3:30])[CH2:26][CH2:25]3)(=[O:23])=[O:22])=[CH:17][CH:16]=2)=[CH:48][N:49]=1. The yield is 0.190.